Binary Classification. Given a miRNA mature sequence and a target amino acid sequence, predict their likelihood of interaction. From a dataset of Experimentally validated miRNA-target interactions with 360,000+ pairs, plus equal number of negative samples. (1) The miRNA is hsa-miR-7154-3p with sequence AGGAGGACAAGUUGUGGGAU. The protein sequence of the target gene is MASEEASLRALESLMTEFFHDCTTNERKREIEELLNNFAQQIGAWRFCLYFLSSTRNDYVMMYSLTVFENLINKMWLGVPSQDKMEIRSCLPKLLLAHHKTLPYFIRNKLCKVIVDIGRQDWPMFYHDFFTNILQLIQSPVTTPLGLIMLKTTSEELACPREDLSVARKEELRKLLLDQVQTVLGLLTGILETVWDKHSVTAATPPPSPTSGESGDLLSNLLQSPSSAKLLNQPIPILDVESEYICSLALECLAHLFSWIPLSASITPSLLTTIFHFARFGCDIRARKMASVNGSSQNCV.... Result: 1 (interaction). (2) The miRNA is hsa-miR-18b-5p with sequence UAAGGUGCAUCUAGUGCAGUUAG. The protein sequence of the target gene is MNTEMYQTPMEVAVYQLHNFSISFFSSLLGGDVVSVKLDNSASGASVVAIDNKIEQAMDLVKNHLMYAVREEVEILKEQIRELVEKNSQLERENTLLKTLASPEQLEKFQSCLSPEEPAPESPQVPEAPGGSAV. Result: 1 (interaction). (3) The miRNA is cel-miR-1828 with sequence ACUGGAAGCAUUUAAGUGAUAGU. The protein sequence of the target gene is MDHLNEATQGKEHSEMSNNVSDPKGPPAKIARLEQNGSPLGRGRLGSTGGKMQGVPLKHSGHLMKTNLRKGTMLPVFCVVEHYENAIEYDCKEEHAEFVLVRKDMLFNQLIEMALLSLGYSHSSAAQAKGLIQVGKWNPVPLSYVTDAPDATVADMLQDVYHVVTLKIQLHSCPKLEDLPPEQWSHTTVRNALKDLLKDMNQSSLAKECPLSQSMISSIVNSTYYANVSAAKCQEFGRWYKHFKKTKDMMVEMDSLSELSQQGANHVNFGQQPVPGNTAEQPPSPAQLSHGSQPSVRTPL.... Result: 0 (no interaction). (4) The miRNA is hsa-miR-491-3p with sequence CUUAUGCAAGAUUCCCUUCUAC. The protein sequence of the target gene is MSSFSRAPQQWATFARIWYLLDGKMQPPGKLAAMASIRLQGLHKPVYHALSDCGDHVVIMNTRHIAFSGNKWEQKVYSSHTGYPGGFRQVTAAQLHLRDPVAIVKLAIYGMLPKNLHRRTMMERLHLFPDEYIPEDILKNLVEELPQPRKIPKRLDEYTQEEIDAFPRLWTPPEDYRL. Result: 0 (no interaction). (5) The miRNA is hsa-miR-106b-5p with sequence UAAAGUGCUGACAGUGCAGAU. The protein sequence of the target gene is MSEREERRFVEIPRESVRLMAESTGLELSDEVAALLAEDVCYRLREATQNSSQFMKHTKRRKLTVEDFNRALRWSSVEAVCGYGSQEALPMRPAREGELYFPEDREVNLVELALATNIPKGCAETAVRVHVSYLDGKGNLAPQGSVPSAVSSLTDDLLKYYHQVTRAVLGDDPQLMKVALQDLQTNSKIGALLPYFVYVVSGVKSVSHDLEQLHRLLQVARSLFRNPHLCLGPYVRCLVGSVLYCVLEPLAASINPLNDHWTLRDGAALLLSHIFWTHGDLVSGLYQHILLSLQKILADP.... Result: 1 (interaction). (6) The miRNA is hsa-miR-6822-5p with sequence CAGGGAACCAGUUGGGGCUU. The protein sequence of the target gene is MAAAIASSLIRQKRQARESNSDRVSASKRRSSPSKDGRSLCERHVLGVFSKVRFCSGRKRPVRRRPEPQLKGIVTRLFSQQGYFLQMHPDGTIDGTKDENSDYTLFNLIPVGLRVVAIQGVKASLYVAMNGEGYLYSSDVFTPECKFKESVFENYYVIYSSTLYRQQESGRAWFLGLNKEGQIMKGNRVKKTKPSSHFVPKPIEVCMYREPSLHEIGEKQGRSRKSSGTPTMNGGKVVNQDST. Result: 0 (no interaction). (7) The miRNA is hsa-miR-154-3p with sequence AAUCAUACACGGUUGACCUAUU. The protein sequence of the target gene is MNFSVITCPNGGTNQGLLPYLMALDQYQLEEFKLCLEPQQLMDFWSAPQGHFPRIPWANLRAADPLNLSFLLDEHFPKGQAWKVVLGIFQTMNLTSLCEKVRAEMKENVQTQELQDPTQEDLEMLEAAAGNMQTQGCQDPNQEELDELEEETGNVQAQGCQDPNQEEPEMLEEADHRRKYRENMKAELLETWDNISWPKDHVYIRNTSKDEHEELQRLLDPNRTRAQAQTIVLVGRAGVGKTTLAMQAMLHWANGVLFQQRFSYVFYLSCHKIRYMKETTFAELISLDWPDFDAPIEEFM.... Result: 0 (no interaction). (8) The miRNA is hsa-miR-3907 with sequence AGGUGCUCCAGGCUGGCUCACA. The protein sequence of the target gene is MAPHWAVWLLAARLWGLGIGAEVWWNLVPRKTVSSGELATVVRRFSQTGIQDFLTLTLTEPTGLLYVGAREALFAFSMEALELQGAISWEAPVEKKTECIQKGKNNQTECFNFIRFLQPYNASHLYVCGTYAFQPKCTYVNMLTFTLEHGEFEDGKGKCPYDPAKGHAGLLVDGELYSATLNNFLGTEPIILRNMGPHHSMKTEYLAFWLNEPHFVGSAYVPESVGSFTGDDDKVYFFFRERAVESDCYAEQVVARVARVCKGDMGGARTLQRKWTTFLKARLACSAPNWQLYFNQLQAM.... Result: 0 (no interaction).